This data is from Reaction yield outcomes from USPTO patents with 853,638 reactions. The task is: Predict the reaction yield, written as a fraction of the theoretical maximum amount of product (1.0 means a 100% yield; for example, 0.34 means a 34% yield). (1) The reactants are [CH2:1]([O:3][C:4]([C:6]1[NH:7][C:8]2[C:13]([C:14]=1[CH2:15][CH2:16][CH2:17][C:18](N=[N+]=[N-])=[O:19])=[CH:12][C:11]([Br:23])=[CH:10][CH:9]=2)=[O:5])[CH3:2].S(O)(C1C=CC(C)=CC=1)(=O)=O.O.[CH2:36]([OH:43])[C:37]1[CH:42]=[CH:41][CH:40]=[CH:39][CH:38]=1.C(=O)(O)[O-].[Na+]. The catalyst is C1C=CC=CC=1. The product is [CH2:1]([O:3][C:4]([C:6]1[NH:7][C:8]2[C:13]([C:14]=1[CH2:15][CH2:16][CH2:17][C:18]([O:43][CH2:36][C:37]1[CH:42]=[CH:41][CH:40]=[CH:39][CH:38]=1)=[O:19])=[CH:12][C:11]([Br:23])=[CH:10][CH:9]=2)=[O:5])[CH3:2]. The yield is 0.750. (2) The reactants are [OH:1][C@@H:2]1[CH2:9][N:8]([C:10](=[O:22])[CH2:11][CH2:12][CH2:13][N:14]2[CH2:19][CH2:18][NH:17][C@@H:16]([CH3:20])[C:15]2=[O:21])[CH2:7][CH2:6][C:3]21[CH2:5][CH2:4]2.[Cl:23][C:24]1[CH:25]=[C:26]([N:31]=[C:32]=[O:33])[CH:27]=[CH:28][C:29]=1[Cl:30]. The catalyst is ClCCl. The product is [Cl:23][C:24]1[CH:25]=[C:26]([NH:31][C:32]([N:17]2[CH2:18][CH2:19][N:14]([CH2:13][CH2:12][CH2:11][C:10]([N:8]3[CH2:7][CH2:6][C:3]4([CH2:5][CH2:4]4)[C@H:2]([OH:1])[CH2:9]3)=[O:22])[C:15](=[O:21])[C@@H:16]2[CH3:20])=[O:33])[CH:27]=[CH:28][C:29]=1[Cl:30]. The yield is 0.480.